This data is from Catalyst prediction with 721,799 reactions and 888 catalyst types from USPTO. The task is: Predict which catalyst facilitates the given reaction. (1) Reactant: [Cl:1][C:2]1[CH:28]=[CH:27][C:5]([O:6][C:7]([N:9]([CH3:26])[CH2:10][CH2:11][C@H:12]2[CH2:17][CH2:16][C@H:15]([CH2:18][CH2:19][CH2:20]OS(C)(=O)=O)[CH2:14][CH2:13]2)=[O:8])=[CH:4][CH:3]=1.[NH:29]1[CH:33]=[CH:32][N:31]=[CH:30]1.[H-].[Na+]. Product: [Cl:1][C:2]1[CH:28]=[CH:27][C:5]([O:6][C:7](=[O:8])[N:9]([CH2:10][CH2:11][C@H:12]2[CH2:17][CH2:16][C@H:15]([CH2:18][CH2:19][CH2:20][N:29]3[CH:33]=[CH:32][N:31]=[CH:30]3)[CH2:14][CH2:13]2)[CH3:26])=[CH:4][CH:3]=1. The catalyst class is: 9. (2) Reactant: [Br:1]N1C(=O)CCC1=O.[Cl:9][C:10]1[CH:16]=[CH:15][CH:14]=[C:13]([C:17]([F:20])([F:19])[F:18])[C:11]=1[NH2:12].C(O)(=O)C. Product: [Br:1][C:15]1[CH:14]=[C:13]([C:17]([F:19])([F:18])[F:20])[C:11]([NH2:12])=[C:10]([Cl:9])[CH:16]=1. The catalyst class is: 10. (3) Reactant: [F:1][C:2]1[CH:3]=[C:4]([OH:9])[CH:5]=[CH:6][C:7]=1[F:8].[C:10](=[O:13])([O-])[O-:11].[Cs+].[Cs+].[CH3:16][O:17][CH2:18][CH2:19]Br.O. Product: [F:1][C:2]1[C:7]([F:8])=[CH:6][CH:5]=[C:4]([O:9][CH2:19][CH2:18][O:17][CH3:16])[C:3]=1[C:10]([OH:11])=[O:13]. The catalyst class is: 9. (4) Reactant: [Br:1][C:2]1[CH:10]=[C:9]2[C:5]([CH:6]([CH2:12][CH2:13][CH2:14][CH3:15])[O:7][C:8]2=[O:11])=[CH:4][CH:3]=1.[OH-:16].[Na+:17]. Product: [Na+:17].[Br:1][C:2]1[CH:3]=[CH:4][C:5]([CH:6]([OH:16])[CH2:12][CH2:13][CH2:14][CH3:15])=[C:9]([CH:10]=1)[C:8]([O-:7])=[O:11]. The catalyst class is: 5. (5) Product: [CH2:1]([N:8]1[C:16]2[C:11](=[C:12]([C:17]3[CH:22]=[CH:21][C:20]([OH:23])=[CH:19][CH:18]=3)[CH:13]=[CH:14][CH:15]=2)[C:10]([CH3:25])=[C:9]1[C:26]1[CH:31]=[CH:30][CH:29]=[CH:28][CH:27]=1)[C:2]1[CH:3]=[CH:4][CH:5]=[CH:6][CH:7]=1. The catalyst class is: 2. Reactant: [CH2:1]([N:8]1[C:16]2[C:11](=[C:12]([C:17]3[CH:22]=[CH:21][C:20]([O:23]C)=[CH:19][CH:18]=3)[CH:13]=[CH:14][CH:15]=2)[C:10]([CH3:25])=[C:9]1[C:26]1[CH:31]=[CH:30][CH:29]=[CH:28][CH:27]=1)[C:2]1[CH:7]=[CH:6][CH:5]=[CH:4][CH:3]=1.B(Br)(Br)Br. (6) Reactant: [Cl:1][C:2]1[C:3](=[O:18])[N:4]([CH2:10][C:11]2[CH:16]=[N:15][C:14]([CH3:17])=[CH:13][N:12]=2)[C:5]([CH3:9])=[CH:6][C:7]=1[OH:8].C([O-])([O-])=O.[K+].[K+].[F:25][C:26]1[CH:33]=[C:32]([F:34])[CH:31]=[CH:30][C:27]=1[CH2:28]Br. Product: [Cl:1][C:2]1[C:3](=[O:18])[N:4]([CH2:10][C:11]2[CH:16]=[N:15][C:14]([CH3:17])=[CH:13][N:12]=2)[C:5]([CH3:9])=[CH:6][C:7]=1[O:8][CH2:28][C:27]1[CH:30]=[CH:31][C:32]([F:34])=[CH:33][C:26]=1[F:25]. The catalyst class is: 44. (7) Reactant: [C:1]([C:4]1[C:5]([O:23][CH3:24])=[C:6]([N:12]2[C:20]3[C:15](=[CH:16][CH:17]=[CH:18][CH:19]=3)[C:14]([Cl:21])=[C:13]2[Cl:22])[C:7](=[O:11])[N:8]([CH3:10])[N:9]=1)(=[O:3])[CH3:2].[BH4-].[Na+]. Product: [Cl:22][C:13]1[N:12]([C:6]2[C:7](=[O:11])[N:8]([CH3:10])[N:9]=[C:4]([CH:1]([OH:3])[CH3:2])[C:5]=2[O:23][CH3:24])[C:20]2[C:15]([C:14]=1[Cl:21])=[CH:16][CH:17]=[CH:18][CH:19]=2. The catalyst class is: 8.